Dataset: Full USPTO retrosynthesis dataset with 1.9M reactions from patents (1976-2016). Task: Predict the reactants needed to synthesize the given product. (1) Given the product [C:39]([O:38][C:36]([C:35]1[CH:43]=[CH:44][C:32]([CH2:31][N:5]2[C:4](=[O:3])[C:8]3([CH2:9][CH2:10][N:11]([C:14]([O:16][CH2:17][C:18]4[CH:19]=[CH:20][CH:21]=[CH:22][CH:23]=4)=[O:15])[CH2:12][CH2:13]3)[N:7]([C:24]3[CH:29]=[CH:28][CH:27]=[CH:26][CH:25]=3)[CH2:6]2)=[CH:33][CH:34]=1)=[O:37])([CH3:42])([CH3:40])[CH3:41], predict the reactants needed to synthesize it. The reactants are: [H-].[Na+].[O:3]=[C:4]1[C:8]2([CH2:13][CH2:12][N:11]([C:14]([O:16][CH2:17][C:18]3[CH:23]=[CH:22][CH:21]=[CH:20][CH:19]=3)=[O:15])[CH2:10][CH2:9]2)[N:7]([C:24]2[CH:29]=[CH:28][CH:27]=[CH:26][CH:25]=2)[CH2:6][NH:5]1.Br[CH2:31][C:32]1[CH:44]=[CH:43][C:35]([C:36]([O:38][C:39]([CH3:42])([CH3:41])[CH3:40])=[O:37])=[CH:34][CH:33]=1. (2) Given the product [Br:1][C:2]1[CH:7]=[CH:6][C:5]([C:8]2[N:31]=[C:11]([C@@H:13]3[CH2:18][O:17][CH2:16][CH2:15][N:14]3[C:19]([O:21][C:22]([CH3:25])([CH3:24])[CH3:23])=[O:20])[NH:10][CH:9]=2)=[CH:4][CH:3]=1, predict the reactants needed to synthesize it. The reactants are: [Br:1][C:2]1[CH:7]=[CH:6][C:5]([C:8](=O)[CH2:9][NH:10][C:11]([C@@H:13]2[CH2:18][O:17][CH2:16][CH2:15][N:14]2[C:19]([O:21][C:22]([CH3:25])([CH3:24])[CH3:23])=[O:20])=O)=[CH:4][CH:3]=1.C([O-])(=O)C.[NH4+:31]. (3) Given the product [F:15][C:16]([F:25])([F:26])[C:17]1[CH:24]=[CH:23][CH:22]=[CH:21][C:18]=1[CH2:19][NH:20][CH:11]1[CH2:12][CH2:13][N:8]([C:1]([O:3][C:4]([CH3:7])([CH3:6])[CH3:5])=[O:2])[CH2:9][CH2:10]1, predict the reactants needed to synthesize it. The reactants are: [C:1]([N:8]1[CH2:13][CH2:12][CH2:11][CH2:10][C:9]1=O)([O:3][C:4]([CH3:7])([CH3:6])[CH3:5])=[O:2].[F:15][C:16]([F:26])([F:25])[C:17]1[CH:24]=[CH:23][CH:22]=[CH:21][C:18]=1[CH2:19][NH2:20]. (4) Given the product [ClH:36].[CH2:1]([O:8][C:9](=[O:35])[NH:10][C@H:11]([C:24]([C:26]1[S:27][C:28]2[CH:34]=[CH:33][CH:32]=[CH:31][C:29]=2[N:30]=1)=[O:25])[CH2:12][CH2:13][CH2:14][CH2:15][NH2:16])[C:2]1[CH:7]=[CH:6][CH:5]=[CH:4][CH:3]=1, predict the reactants needed to synthesize it. The reactants are: [CH2:1]([O:8][C:9](=[O:35])[NH:10][C@H:11]([C:24]([C:26]1[S:27][C:28]2[CH:34]=[CH:33][CH:32]=[CH:31][C:29]=2[N:30]=1)=[O:25])[CH2:12][CH2:13][CH2:14][CH2:15][NH:16]C(OC(C)(C)C)=O)[C:2]1[CH:7]=[CH:6][CH:5]=[CH:4][CH:3]=1.[ClH:36].CC(=O)OCC. (5) Given the product [S:21]([CH2:17][CH2:18][CH2:19][N:1]([CH2:14][CH2:12][CH2:13][S:21]([O-:23])(=[O:22])=[O:20])[C:2]1[CH:7]=[CH:6][CH:5]=[CH:4][CH:3]=1)([O-:20])(=[O:23])=[O:22].[CH2:15]([NH+:11]([CH:12]([CH3:14])[CH3:13])[CH:8]([CH3:10])[CH3:9])[CH3:16].[CH2:17]([NH+:1]([CH:2]([CH3:3])[CH3:7])[CH:8]([CH3:10])[CH3:9])[CH3:18], predict the reactants needed to synthesize it. The reactants are: [NH2:1][C:2]1[CH:7]=[CH:6][CH:5]=[CH:4][CH:3]=1.[CH:8]([N:11]([CH2:15][CH3:16])[CH:12]([CH3:14])[CH3:13])([CH3:10])[CH3:9].[CH2:17]1[S:21](=[O:23])(=[O:22])[O:20][CH2:19][CH2:18]1. (6) Given the product [Cl:1][C:2]1[C:10]2[N:9]=[C:8]3[N:11]([C:15]4[C:16]([CH3:23])=[N:17][C:18]([O:35][CH:34]([CH3:36])[CH3:33])=[N:19][C:20]=4[CH3:21])[CH2:12][CH2:13][CH2:14][N:7]3[C:6]=2[C:5]([CH:24]([O:29][CH:30]([F:31])[F:32])[C:25]([F:27])([F:28])[F:26])=[CH:4][CH:3]=1, predict the reactants needed to synthesize it. The reactants are: [Cl:1][C:2]1[C:10]2[N:9]=[C:8]3[N:11]([C:15]4[C:16]([CH3:23])=[N:17][C:18](Cl)=[N:19][C:20]=4[CH3:21])[CH2:12][CH2:13][CH2:14][N:7]3[C:6]=2[C:5]([CH:24]([O:29][CH:30]([F:32])[F:31])[C:25]([F:28])([F:27])[F:26])=[CH:4][CH:3]=1.[CH3:33][CH:34]([CH3:36])[O-:35].[Li+]. (7) Given the product [Br:1][CH2:2][CH2:3][CH2:4][O:5][C:6]([C:7]1[CH:12]=[CH:11][CH:10]=[CH:9][CH:8]=1)([C:19]1[CH:20]=[CH:21][CH:22]=[CH:23][CH:24]=1)[C:13]1[CH:14]=[CH:15][CH:16]=[CH:17][CH:18]=1, predict the reactants needed to synthesize it. The reactants are: [Br:1][CH2:2][CH2:3][CH2:4][OH:5].[C:6](Cl)([C:19]1[CH:24]=[CH:23][CH:22]=[CH:21][CH:20]=1)([C:13]1[CH:18]=[CH:17][CH:16]=[CH:15][CH:14]=1)[C:7]1[CH:12]=[CH:11][CH:10]=[CH:9][CH:8]=1.